From a dataset of NCI-60 drug combinations with 297,098 pairs across 59 cell lines. Regression. Given two drug SMILES strings and cell line genomic features, predict the synergy score measuring deviation from expected non-interaction effect. (1) Drug 1: CN(C(=O)NC(C=O)C(C(C(CO)O)O)O)N=O. Drug 2: CC(C)CN1C=NC2=C1C3=CC=CC=C3N=C2N. Cell line: SF-295. Synergy scores: CSS=8.25, Synergy_ZIP=-3.85, Synergy_Bliss=-1.97, Synergy_Loewe=-0.842, Synergy_HSA=-1.03. (2) Cell line: EKVX. Drug 1: CNC(=O)C1=CC=CC=C1SC2=CC3=C(C=C2)C(=NN3)C=CC4=CC=CC=N4. Drug 2: CC(C)CN1C=NC2=C1C3=CC=CC=C3N=C2N. Synergy scores: CSS=1.28, Synergy_ZIP=-1.33, Synergy_Bliss=-2.51, Synergy_Loewe=-4.98, Synergy_HSA=-3.49.